Regression. Given two drug SMILES strings and cell line genomic features, predict the synergy score measuring deviation from expected non-interaction effect. From a dataset of NCI-60 drug combinations with 297,098 pairs across 59 cell lines. (1) Drug 1: CC12CCC(CC1=CCC3C2CCC4(C3CC=C4C5=CN=CC=C5)C)O. Drug 2: C1=C(C(=O)NC(=O)N1)N(CCCl)CCCl. Cell line: CAKI-1. Synergy scores: CSS=52.5, Synergy_ZIP=2.66, Synergy_Bliss=4.94, Synergy_Loewe=3.46, Synergy_HSA=7.09. (2) Drug 1: CNC(=O)C1=CC=CC=C1SC2=CC3=C(C=C2)C(=NN3)C=CC4=CC=CC=N4. Drug 2: C1CC(C1)(C(=O)O)C(=O)O.[NH2-].[NH2-].[Pt+2]. Cell line: CAKI-1. Synergy scores: CSS=31.2, Synergy_ZIP=-9.73, Synergy_Bliss=-3.33, Synergy_Loewe=-1.51, Synergy_HSA=-1.62. (3) Drug 1: CN1C(=O)N2C=NC(=C2N=N1)C(=O)N. Drug 2: CN(C(=O)NC(C=O)C(C(C(CO)O)O)O)N=O. Cell line: OVCAR-5. Synergy scores: CSS=-0.315, Synergy_ZIP=2.64, Synergy_Bliss=3.79, Synergy_Loewe=2.57, Synergy_HSA=0.979. (4) Drug 1: CN1C(=O)N2C=NC(=C2N=N1)C(=O)N. Drug 2: CC1=C(C=C(C=C1)NC(=O)C2=CC=C(C=C2)CN3CCN(CC3)C)NC4=NC=CC(=N4)C5=CN=CC=C5. Cell line: A498. Synergy scores: CSS=-1.23, Synergy_ZIP=-0.0206, Synergy_Bliss=-2.54, Synergy_Loewe=-1.61, Synergy_HSA=-3.70. (5) Drug 1: CC1=C(C=C(C=C1)NC2=NC=CC(=N2)N(C)C3=CC4=NN(C(=C4C=C3)C)C)S(=O)(=O)N.Cl. Synergy scores: CSS=39.8, Synergy_ZIP=7.32, Synergy_Bliss=8.15, Synergy_Loewe=-8.53, Synergy_HSA=10.7. Cell line: HCT-15. Drug 2: CC1C(C(CC(O1)OC2CC(CC3=C2C(=C4C(=C3O)C(=O)C5=CC=CC=C5C4=O)O)(C(=O)C)O)N)O. (6) Drug 1: C1CCC(C1)C(CC#N)N2C=C(C=N2)C3=C4C=CNC4=NC=N3. Drug 2: N.N.Cl[Pt+2]Cl. Cell line: KM12. Synergy scores: CSS=31.3, Synergy_ZIP=-0.00806, Synergy_Bliss=-1.16, Synergy_Loewe=-8.27, Synergy_HSA=0.101. (7) Drug 1: CCC1(CC2CC(C3=C(CCN(C2)C1)C4=CC=CC=C4N3)(C5=C(C=C6C(=C5)C78CCN9C7C(C=CC9)(C(C(C8N6C)(C(=O)OC)O)OC(=O)C)CC)OC)C(=O)OC)O.OS(=O)(=O)O. Drug 2: N.N.Cl[Pt+2]Cl. Cell line: TK-10. Synergy scores: CSS=11.4, Synergy_ZIP=-2.77, Synergy_Bliss=1.57, Synergy_Loewe=0.236, Synergy_HSA=0.229.